This data is from CYP2D6 inhibition data for predicting drug metabolism from PubChem BioAssay. The task is: Regression/Classification. Given a drug SMILES string, predict its absorption, distribution, metabolism, or excretion properties. Task type varies by dataset: regression for continuous measurements (e.g., permeability, clearance, half-life) or binary classification for categorical outcomes (e.g., BBB penetration, CYP inhibition). Dataset: cyp2d6_veith. The molecule is COc1cccc(Nc2ncc(C(=O)O)c3ccccc23)c1. The result is 0 (non-inhibitor).